Dataset: Forward reaction prediction with 1.9M reactions from USPTO patents (1976-2016). Task: Predict the product of the given reaction. (1) Given the reactants [C:1]([NH:8][CH2:9][CH2:10]Br)([O:3][C:4]([CH3:7])([CH3:6])[CH3:5])=[O:2].[NH:12]1[C:16]([C:17]([O:19][CH2:20][CH3:21])=[O:18])=[CH:15][C:14]([C:22]([O:24][CH2:25][CH3:26])=[O:23])=[N:13]1.C(=O)([O-])[O-].[Cs+].[Cs+], predict the reaction product. The product is: [C:4]([O:3][C:1]([NH:8][CH2:9][CH2:10][N:12]1[C:16]([C:17]([O:19][CH2:20][CH3:21])=[O:18])=[CH:15][C:14]([C:22]([O:24][CH2:25][CH3:26])=[O:23])=[N:13]1)=[O:2])([CH3:7])([CH3:6])[CH3:5]. (2) Given the reactants [Br:1][C:2]1[S:6][C:5]([C:7]([OH:9])=O)=[CH:4][CH:3]=1.C(Cl)(=O)C(Cl)=O.[F:16][C:17]1[CH:23]=[CH:22][CH:21]=[CH:20][C:18]=1[NH2:19].CCN(C(C)C)C(C)C, predict the reaction product. The product is: [Br:1][C:2]1[S:6][C:5]([C:7]([NH:19][C:18]2[CH:20]=[CH:21][CH:22]=[CH:23][C:17]=2[F:16])=[O:9])=[CH:4][CH:3]=1.